Dataset: Forward reaction prediction with 1.9M reactions from USPTO patents (1976-2016). Task: Predict the product of the given reaction. (1) Given the reactants Cl[C:2]1[N:7]=[C:6]([C:8]2[S:26][C:11]3[C:12]([CH3:25])([CH3:24])[N:13]([CH2:16][CH2:17][N:18]4[CH2:23][CH2:22][O:21][CH2:20][CH2:19]4)[C:14](=[O:15])[C:10]=3[CH:9]=2)[CH:5]=[CH:4][N:3]=1.[NH2:27][C:28]1[CH:29]=[N:30][NH:31][C:32]=1[C:33]#[N:34].C(=O)([O-])[O-].[K+].[K+].C(P(C(C)(C)C)C1C(OC)=CC=C(OC)C=1C1C(C(C)C)=CC(C(C)C)=CC=1C(C)C)(C)(C)C, predict the reaction product. The product is: [CH3:24][C:12]1([CH3:25])[C:11]2[S:26][C:8]([C:6]3[CH:5]=[CH:4][N:3]=[C:2]([NH:27][C:28]4[CH:29]=[N:30][NH:31][C:32]=4[C:33]#[N:34])[N:7]=3)=[CH:9][C:10]=2[C:14](=[O:15])[N:13]1[CH2:16][CH2:17][N:18]1[CH2:23][CH2:22][O:21][CH2:20][CH2:19]1. (2) Given the reactants [NH2:1][C:2]1([C:6]2[S:7][C:8]([C:11]3[CH:12]=[C:13]([NH:18][C:19]4[N:24]=[C:23]([C:25]([F:28])([F:27])[F:26])[CH:22]=[CH:21][N:20]=4)[CH:14]=[C:15]([CH3:17])[CH:16]=3)=[CH:9][N:10]=2)[CH2:5][CH2:4][CH2:3]1.CCN(CC)CC.[C:36](Cl)(=[O:38])[CH3:37], predict the reaction product. The product is: [CH3:17][C:15]1[CH:16]=[C:11]([C:8]2[S:7][C:6]([C:2]3([NH:1][C:36](=[O:38])[CH3:37])[CH2:3][CH2:4][CH2:5]3)=[N:10][CH:9]=2)[CH:12]=[C:13]([NH:18][C:19]2[N:24]=[C:23]([C:25]([F:27])([F:28])[F:26])[CH:22]=[CH:21][N:20]=2)[CH:14]=1. (3) Given the reactants [C:1]([C:3]1[CH:8]=[CH:7][C:6]([C:9]2[N:13]3[CH:14]=[C:15]([C:18]4[CH:26]=[CH:25][C:21]([C:22](O)=[O:23])=[CH:20][CH:19]=4)[CH:16]=[CH:17][C:12]3=[N:11][CH:10]=2)=[CH:5][CH:4]=1)#[N:2].CN(C(ON1N=NC2C=CC=NC1=2)=[N+](C)C)C.F[P-](F)(F)(F)(F)F.CN1CCOCC1.[O:58]1[CH2:63][CH2:62][N:61]([CH2:64][CH2:65][NH2:66])[CH2:60][CH2:59]1, predict the reaction product. The product is: [C:1]([C:3]1[CH:4]=[CH:5][C:6]([C:9]2[N:13]3[CH:14]=[C:15]([C:18]4[CH:19]=[CH:20][C:21]([C:22]([NH:66][CH2:65][CH2:64][N:61]5[CH2:62][CH2:63][O:58][CH2:59][CH2:60]5)=[O:23])=[CH:25][CH:26]=4)[CH:16]=[CH:17][C:12]3=[N:11][CH:10]=2)=[CH:7][CH:8]=1)#[N:2]. (4) Given the reactants Br[C:2]1[CH:3]=[CH:4][C:5]2[N:6]([C:16]3[CH:21]=[CH:20][CH:19]=[CH:18][CH:17]=3)[C:7]3[C:12]([C:13]=2[CH:14]=1)=[CH:11][C:10](Br)=[CH:9][CH:8]=3.[CH:22]1[C:30]2[C:29]3[CH:31]=[CH:32][CH:33]=[CH:34][C:28]=3[S:27][C:26]=2[C:25](B(O)O)=[CH:24][CH:23]=1.[C:38]1([CH3:44])[CH:43]=[CH:42][CH:41]=[CH:40][CH:39]=1.C(=O)([O-])[O-].[K+].[K+], predict the reaction product. The product is: [CH:22]1[C:30]2[C:29]3[CH:31]=[CH:32][CH:33]=[CH:34][C:28]=3[S:27][C:26]=2[C:25]([C:2]2[CH:3]=[CH:4][C:5]3[N:6]([C:16]4[CH:21]=[CH:20][CH:19]=[CH:18][CH:17]=4)[C:7]4[C:12]([C:13]=3[CH:14]=2)=[CH:11][C:10]([C:42]2[C:43]3[S:27][C:26]5[CH:25]=[CH:24][CH:23]=[CH:22][C:44]=5[C:38]=3[CH:39]=[CH:40][CH:41]=2)=[CH:9][CH:8]=4)=[CH:24][CH:23]=1.